Dataset: Catalyst prediction with 721,799 reactions and 888 catalyst types from USPTO. Task: Predict which catalyst facilitates the given reaction. (1) Reactant: Cl.Cl.Cl.[CH3:4][C:5]1[C:9]([C:10]2[C:19]3[O:18][CH2:17][C@H:16]([C:20]4[CH:25]=[CH:24][CH:23]=[CH:22][N:21]=4)[N:15]4[C:26]([N:28]5[CH2:33][CH2:32][NH:31][CH2:30][CH2:29]5)=[N:27][C:13]([C:14]=34)=[CH:12][CH:11]=2)=[C:8]([CH3:34])[O:7][N:6]=1.C(N(CC)CC)C.[C:42](Cl)(=[O:46])[CH:43]([CH3:45])[CH3:44]. Product: [CH3:4][C:5]1[C:9]([C:10]2[C:19]3[O:18][CH2:17][C@H:16]([C:20]4[CH:25]=[CH:24][CH:23]=[CH:22][N:21]=4)[N:15]4[C:26]([N:28]5[CH2:33][CH2:32][N:31]([C:42](=[O:46])[CH:43]([CH3:45])[CH3:44])[CH2:30][CH2:29]5)=[N:27][C:13]([C:14]=34)=[CH:12][CH:11]=2)=[C:8]([CH3:34])[O:7][N:6]=1. The catalyst class is: 61. (2) Reactant: [C:1]([C:3]1[CH:4]=[C:5]([N:10]([CH2:15][C:16]2[CH:21]=[CH:20][CH:19]=[C:18](B3OC(C)(C)C(C)(C)O3)[CH:17]=2)[C:11](=[O:14])[CH2:12][CH3:13])[CH:6]=[C:7]([F:9])[CH:8]=1)#[N:2].OO.[O-:33]S([O-])(=S)=O.[Na+].[Na+]. Product: [C:1]([C:3]1[CH:4]=[C:5]([N:10]([CH2:15][C:16]2[CH:21]=[CH:20][CH:19]=[C:18]([OH:33])[CH:17]=2)[C:11](=[O:14])[CH2:12][CH3:13])[CH:6]=[C:7]([F:9])[CH:8]=1)#[N:2]. The catalyst class is: 5. (3) Reactant: [C:1]([O:5][C:6](=[O:17])[NH:7][CH2:8][C:9]1[CH:14]=[CH:13][C:12]([CH2:15][OH:16])=[CH:11][CH:10]=1)([CH3:4])([CH3:3])[CH3:2].C(=O)=O.CC(C)=O.CC(OI1(OC(C)=O)(OC(C)=O)OC(=O)C2C=CC=CC1=2)=O.C(=O)(O)[O-].[Na+].S([O-])([O-])=O.[Na+].[Na+]. Product: [C:1]([O:5][C:6](=[O:17])[NH:7][CH2:8][C:9]1[CH:10]=[CH:11][C:12]([CH:15]=[O:16])=[CH:13][CH:14]=1)([CH3:4])([CH3:2])[CH3:3]. The catalyst class is: 2. (4) The catalyst class is: 13. Reactant: [CH2:1]([N:4]1[C:12]2[C:7](=[CH:8][CH:9]=[CH:10][CH:11]=2)[C:6]([C:13]([C:15]2[C:24]3[C:19](=[CH:20][CH:21]=[C:22]([CH2:25][CH3:26])[CH:23]=3)[CH:18]=[CH:17][CH:16]=2)=[O:14])=[CH:5]1)[CH2:2][CH3:3].[CH2:27]([C:29]1[CH:38]=[C:37]2[C:32]([CH:33]=[CH:34][CH:35]=[C:36]2[C:39]([OH:41])=[O:40])=[CH:31][CH:30]=1)[CH3:28]. Product: [CH2:27]([C:29]1[CH:38]=[C:37]2[C:32]([CH:33]=[CH:34][CH:35]=[C:36]2[C:39]([OH:41])=[O:40])=[CH:31][CH:30]=1)[CH3:28].[CH2:1]([N:4]1[C:12]2[C:7](=[CH:8][CH:9]=[CH:10][CH:11]=2)[CH:6]=[CH:5]1)[CH2:2][CH3:3].[CH3:3][CH2:2][CH2:1][N:4]1[C:12]2[CH:11]=[CH:10][CH:9]=[CH:8][C:7]=2[C:6]([C:13]([C:15]2[CH:16]=[CH:17][CH:18]=[C:19]3[CH:20]=[CH:21][C:22]([CH2:25][CH3:26])=[CH:23][C:24]=23)=[O:14])=[CH:5]1. (5) Reactant: Cl[CH2:2][C:3]([O:5][C:6]([CH3:9])([CH3:8])[CH3:7])=[O:4].C(=O)([O-])[O-].[K+].[K+].[CH3:16][N:17]1[CH2:22][CH2:21][NH:20][CH2:19][CH2:18]1. Product: [C:6]([O:5][C:3](=[O:4])[CH2:2][N:20]1[CH2:21][CH2:22][N:17]([CH3:16])[CH2:18][CH2:19]1)([CH3:9])([CH3:8])[CH3:7]. The catalyst class is: 10. (6) Reactant: [NH:1]1[C:9]2[C:4](=[CH:5][CH:6]=[CH:7][CH:8]=2)[C:3](/[CH:10]=[CH:11]/[C:12]2[CH:30]=[CH:29][C:15]([C:16]([N:18]3[CH2:23][CH2:22][CH:21]([C:24]([O:26]CC)=[O:25])[CH2:20][CH2:19]3)=[O:17])=[CH:14][CH:13]=2)=[N:2]1.[OH-].[Na+].Cl. Product: [NH:1]1[C:9]2[C:4](=[CH:5][CH:6]=[CH:7][CH:8]=2)[C:3](/[CH:10]=[CH:11]/[C:12]2[CH:13]=[CH:14][C:15]([C:16]([N:18]3[CH2:19][CH2:20][CH:21]([C:24]([OH:26])=[O:25])[CH2:22][CH2:23]3)=[O:17])=[CH:29][CH:30]=2)=[N:2]1. The catalyst class is: 8.